Dataset: Forward reaction prediction with 1.9M reactions from USPTO patents (1976-2016). Task: Predict the product of the given reaction. (1) Given the reactants [C:1]([O:5][C:6]([N:8]1[CH2:12][CH2:11][CH:10]([OH:13])[CH2:9]1)=[O:7])([CH3:4])([CH3:3])[CH3:2].C1(P(C2C=CC=CC=2)C2C=CC=CC=2)C=CC=CC=1.C([O:40][C:41](=[O:49])[C:42]1[CH:47]=[CH:46][C:45](O)=[CH:44][CH:43]=1)C1C=CC=CC=1.CCOC(/N=N/C(OCC)=O)=O, predict the reaction product. The product is: [C:1]([O:5][C:6]([N:8]1[CH2:12][CH2:11][CH:10]([O:13][C:45]2[CH:46]=[CH:47][C:42]([C:41]([OH:49])=[O:40])=[CH:43][CH:44]=2)[CH2:9]1)=[O:7])([CH3:4])([CH3:2])[CH3:3]. (2) Given the reactants [CH3:1][S:2]([C:5]1[CH:6]=[CH:7][C:8]2[C:9]3[N:30]=[CH:29][C:28](B(O)O)=[CH:27][C:10]=3[N:11]([C@H:14]([C:21]3[CH:26]=[CH:25][CH:24]=[CH:23][CH:22]=3)[CH:15]3[CH2:20][CH2:19][O:18][CH2:17][CH2:16]3)[C:12]=2[CH:13]=1)(=[O:4])=[O:3].Br[C:35]1[N:39]([CH3:40])[CH:38]=[N:37][C:36]=1[CH3:41].C(=O)([O-])[O-].[K+].[K+], predict the reaction product. The product is: [CH3:1][S:2]([C:5]1[CH:6]=[CH:7][C:8]2[C:9]3[N:30]=[CH:29][C:28]([C:35]4[N:39]([CH3:40])[CH:38]=[N:37][C:36]=4[CH3:41])=[CH:27][C:10]=3[N:11]([C@@H:14]([CH:15]3[CH2:20][CH2:19][O:18][CH2:17][CH2:16]3)[C:21]3[CH:26]=[CH:25][CH:24]=[CH:23][CH:22]=3)[C:12]=2[CH:13]=1)(=[O:4])=[O:3]. (3) Given the reactants C([N:8]1[CH2:12][C@H:11]([CH3:13])[C@@H:10]([CH2:14][NH:15][CH:16]2[CH2:18][CH2:17]2)[CH2:9]1)C1C=CC=CC=1.[F:19][C:20]([F:25])([F:24])[C:21]([OH:23])=[O:22], predict the reaction product. The product is: [CH:16]1([NH:15][CH2:14][C@@H:10]2[C@@H:11]([CH3:13])[CH2:12][NH:8][CH2:9]2)[CH2:17][CH2:18]1.[F:19][C:20]([F:25])([F:24])[C:21]([O-:23])=[O:22]. (4) Given the reactants S(O)(O)(=O)=O.[NH2:6][CH:7]([CH2:9][C:10]1[CH:15]=[CH:14][CH:13]=[CH:12][CH:11]=1)[CH3:8].CN1CCOCC1.[C:23](Cl)(=[O:30])[C:24]1[CH:29]=[CH:28][CH:27]=[CH:26][CH:25]=1.C(O)(C(F)(F)F)=O.O.C(O)(C(F)(F)F)=O.CC#N, predict the reaction product. The product is: [C:23]([NH2:6])(=[O:30])[C:24]1[CH:29]=[CH:28][CH:27]=[CH:26][CH:25]=1.[CH3:8][C@H:7]([NH2:6])[CH2:9][C:10]1[CH:11]=[CH:12][CH:13]=[CH:14][CH:15]=1. (5) Given the reactants [C:1]([O:9][C@@:10]12[O:16][C@@H:11]1[CH2:12][CH2:13][CH2:14][CH2:15]2)(=[O:8])[C:2]1[CH:7]=[CH:6][CH:5]=[CH:4][CH:3]=1.CC1C=CC(S(O)(=O)=O)=CC=1, predict the reaction product. The product is: [C:1]([O:9][C@@H:10]1[CH2:15][CH2:14][CH2:13][CH2:12][C:11]1=[O:16])(=[O:8])[C:2]1[CH:3]=[CH:4][CH:5]=[CH:6][CH:7]=1. (6) Given the reactants [H-].[Na+].[C:3]1([CH2:9][SH:10])[CH:8]=[CH:7][CH:6]=[CH:5][CH:4]=1.Br[C:12]1[CH:17]=[CH:16][C:15]([F:18])=[CH:14][N:13]=1, predict the reaction product. The product is: [CH2:9]([S:10][C:12]1[CH:17]=[CH:16][C:15]([F:18])=[CH:14][N:13]=1)[C:3]1[CH:8]=[CH:7][CH:6]=[CH:5][CH:4]=1. (7) The product is: [Br:17][CH2:18][CH2:19][CH2:20][CH2:21][CH2:22][CH2:23][CH2:24][C:25]([NH:7][C:8]1[CH:16]=[CH:15][C:11]([C:12]([NH2:14])=[O:13])=[CH:10][CH:9]=1)=[O:26]. Given the reactants N1C=CC=CC=1.[NH2:7][C:8]1[CH:16]=[CH:15][C:11]([C:12]([NH2:14])=[O:13])=[CH:10][CH:9]=1.[Br:17][CH2:18][CH2:19][CH2:20][CH2:21][CH2:22][CH2:23][CH2:24][C:25](Cl)=[O:26], predict the reaction product. (8) Given the reactants ON1C2C=CC=CC=2N=N1.[C:11]1([CH2:17][CH2:18][CH2:19][NH2:20])[CH:16]=[CH:15][CH:14]=[CH:13][CH:12]=1.CN1CCOCC1.Cl.[CH3:29][N:30]([CH3:47])[C:31]1([C:41]2[CH:46]=[CH:45][CH:44]=[CH:43][CH:42]=2)[CH2:36][CH2:35][CH:34]([CH2:37][C:38](O)=[O:39])[CH2:33][CH2:32]1.C1(N=C=NC2CCCCC2)CCCCC1.[OH-].[Na+], predict the reaction product. The product is: [CH3:47][N:30]([CH3:29])[C:31]1([C:41]2[CH:42]=[CH:43][CH:44]=[CH:45][CH:46]=2)[CH2:36][CH2:35][CH:34]([CH2:37][C:38]([NH:20][CH2:19][CH2:18][CH2:17][C:11]2[CH:16]=[CH:15][CH:14]=[CH:13][CH:12]=2)=[O:39])[CH2:33][CH2:32]1. (9) Given the reactants [NH2:1][C:2]([NH2:4])=[S:3].[F:5][C:6]1[CH:7]=[CH:8][CH:9]=[C:10]2[C:15]=1[O:14][CH2:13][CH2:12][C:11]2=[C:16](O)[CH3:17].C(=O)(O)[O-].[Na+], predict the reaction product. The product is: [F:5][C:6]1[CH:7]=[CH:8][CH:9]=[C:10]2[C:11]3([CH2:16][CH2:17][S:3][C:2]([NH2:4])=[N:1]3)[CH2:12][CH2:13][O:14][C:15]=12.